This data is from NCI-60 drug combinations with 297,098 pairs across 59 cell lines. The task is: Regression. Given two drug SMILES strings and cell line genomic features, predict the synergy score measuring deviation from expected non-interaction effect. (1) Drug 1: CN(C(=O)NC(C=O)C(C(C(CO)O)O)O)N=O. Drug 2: CC(C)CN1C=NC2=C1C3=CC=CC=C3N=C2N. Cell line: HT29. Synergy scores: CSS=11.2, Synergy_ZIP=-4.41, Synergy_Bliss=-6.19, Synergy_Loewe=0.881, Synergy_HSA=-1.74. (2) Drug 1: CC(C)(C#N)C1=CC(=CC(=C1)CN2C=NC=N2)C(C)(C)C#N. Drug 2: CC1C(C(CC(O1)OC2CC(CC3=C2C(=C4C(=C3O)C(=O)C5=C(C4=O)C(=CC=C5)OC)O)(C(=O)CO)O)N)O.Cl. Cell line: A498. Synergy scores: CSS=52.6, Synergy_ZIP=0.262, Synergy_Bliss=1.20, Synergy_Loewe=3.57, Synergy_HSA=3.47. (3) Drug 1: C1CN1C2=NC(=NC(=N2)N3CC3)N4CC4. Drug 2: CN1C2=C(C=C(C=C2)N(CCCl)CCCl)N=C1CCCC(=O)O.Cl. Cell line: MDA-MB-435. Synergy scores: CSS=8.47, Synergy_ZIP=-2.54, Synergy_Bliss=-0.914, Synergy_Loewe=-6.12, Synergy_HSA=-3.65. (4) Drug 1: CN(C(=O)NC(C=O)C(C(C(CO)O)O)O)N=O. Drug 2: CC(C)NC(=O)C1=CC=C(C=C1)CNNC.Cl. Cell line: T-47D. Synergy scores: CSS=1.78, Synergy_ZIP=1.63, Synergy_Bliss=1.36, Synergy_Loewe=-0.280, Synergy_HSA=-0.911. (5) Drug 1: CNC(=O)C1=CC=CC=C1SC2=CC3=C(C=C2)C(=NN3)C=CC4=CC=CC=N4. Drug 2: C1CN1P(=S)(N2CC2)N3CC3. Cell line: HS 578T. Synergy scores: CSS=-5.98, Synergy_ZIP=-3.45, Synergy_Bliss=-11.7, Synergy_Loewe=-13.6, Synergy_HSA=-13.2. (6) Drug 1: C(=O)(N)NO. Drug 2: C1C(C(OC1N2C=NC(=NC2=O)N)CO)O. Cell line: OVCAR-5. Synergy scores: CSS=13.3, Synergy_ZIP=-2.93, Synergy_Bliss=2.48, Synergy_Loewe=-0.697, Synergy_HSA=3.41. (7) Drug 1: CCC1(CC2CC(C3=C(CCN(C2)C1)C4=CC=CC=C4N3)(C5=C(C=C6C(=C5)C78CCN9C7C(C=CC9)(C(C(C8N6C=O)(C(=O)OC)O)OC(=O)C)CC)OC)C(=O)OC)O.OS(=O)(=O)O. Drug 2: CCC1(CC2CC(C3=C(CCN(C2)C1)C4=CC=CC=C4N3)(C5=C(C=C6C(=C5)C78CCN9C7C(C=CC9)(C(C(C8N6C)(C(=O)OC)O)OC(=O)C)CC)OC)C(=O)OC)O.OS(=O)(=O)O. Cell line: MALME-3M. Synergy scores: CSS=30.1, Synergy_ZIP=-4.56, Synergy_Bliss=-1.77, Synergy_Loewe=-3.24, Synergy_HSA=-0.0346.